This data is from Full USPTO retrosynthesis dataset with 1.9M reactions from patents (1976-2016). The task is: Predict the reactants needed to synthesize the given product. (1) Given the product [Cl:1][C:2]1[CH:3]=[C:4]([CH:7]=[CH:8][C:9]=1[NH:11][CH:12]([CH3:15])[CH2:13][OH:14])[C:5]#[N:6], predict the reactants needed to synthesize it. The reactants are: [Cl:1][C:2]1[CH:3]=[C:4]([CH:7]=[CH:8][C:9]=1F)[C:5]#[N:6].[NH2:11][CH:12]([CH3:15])[CH2:13][OH:14].O. (2) Given the product [N+:1]([C:4]1[CH:5]=[N:6][N:7]([CH2:9][C:10]([NH:13][C:14]2[CH:19]=[CH:18][CH:17]=[CH:16][CH:15]=2)=[O:12])[CH:8]=1)([O-:3])=[O:2], predict the reactants needed to synthesize it. The reactants are: [N+:1]([C:4]1[CH:5]=[N:6][N:7]([CH2:9][C:10]([OH:12])=O)[CH:8]=1)([O-:3])=[O:2].[NH2:13][C:14]1[CH:19]=[CH:18][CH:17]=[CH:16][CH:15]=1.C(Cl)CCl.C1C=CC2N(O)N=NC=2C=1.CN1CCOCC1.